This data is from Catalyst prediction with 721,799 reactions and 888 catalyst types from USPTO. The task is: Predict which catalyst facilitates the given reaction. (1) Reactant: [Cl:1][C:2]1[S:6][C:5]([C:7]([NH:9][C@@H:10]([CH2:23][C:24]2[CH:29]=[CH:28][CH:27]=[CH:26][C:25]=2[C:30]([F:33])([F:32])[F:31])[CH2:11][N:12]2C(=O)C3C(=CC=CC=3)C2=O)=[O:8])=[CH:4][C:3]=1[C:34]1[N:38]([CH3:39])[N:37]=[N:36][CH:35]=1.NN. Product: [NH2:12][CH2:11][C@@H:10]([NH:9][C:7]([C:5]1[S:6][C:2]([Cl:1])=[C:3]([C:34]2[N:38]([CH3:39])[N:37]=[N:36][CH:35]=2)[CH:4]=1)=[O:8])[CH2:23][C:24]1[CH:29]=[CH:28][CH:27]=[CH:26][C:25]=1[C:30]([F:33])([F:32])[F:31]. The catalyst class is: 24. (2) Reactant: [C:1]([O:5][C:6]([N:8]1[CH2:14][CH2:13][C@H:12]([CH3:15])[C@H:11]([NH:16]CC2C=CC=CC=2)[CH2:10][CH2:9]1)=[O:7])([CH3:4])([CH3:3])[CH3:2].Cl. Product: [C:1]([O:5][C:6]([N:8]1[CH2:14][CH2:13][C@H:12]([CH3:15])[C@H:11]([NH2:16])[CH2:10][CH2:9]1)=[O:7])([CH3:4])([CH3:2])[CH3:3]. The catalyst class is: 350. (3) Reactant: [CH2:1]([NH:3][C:4]1[C:5]([NH2:14])=[CH:6][C:7]([C:10]([F:13])([F:12])[F:11])=[CH:8][CH:9]=1)[CH3:2].Cl.[C:16](Cl)(=O)[C:17]1[CH:22]=[CH:21][N:20]=[CH:19][CH:18]=1.N1C=CC=CC=1.CCN=C=NCCCN(C)C. Product: [CH2:1]([N:3]1[C:4]2[CH:9]=[CH:8][C:7]([C:10]([F:11])([F:13])[F:12])=[CH:6][C:5]=2[N:14]=[C:16]1[C:17]1[CH:22]=[CH:21][N:20]=[CH:19][CH:18]=1)[CH3:2]. The catalyst class is: 6. (4) Reactant: [NH2:1][C:2]1[N:3]([C:10]2[C:15]([Cl:16])=[CH:14][C:13]([Br:17])=[CH:12][C:11]=2[Br:18])[CH:4]=[C:5]([CH3:9])[C:6]=1[C:7]#[N:8].[C:19](OC(=O)C)(=[O:21])[CH3:20].O. Product: [C:7]([C:6]1[C:5]([CH3:9])=[CH:4][N:3]([C:10]2[C:15]([Cl:16])=[CH:14][C:13]([Br:17])=[CH:12][C:11]=2[Br:18])[C:2]=1[NH:1][C:19](=[O:21])[CH3:20])#[N:8]. The catalyst class is: 15. (5) Reactant: [Cl:1][C:2]1[CH:15]=[CH:14][CH:13]=[CH:12][C:3]=1[CH2:4][C:5]1[C:6]([CH3:11])=[N:7][NH:8][C:9]=1[NH2:10].[CH3:16][O:17][C:18]1[CH:23]=[CH:22][C:21]([C:24](=O)[CH2:25][C:26](OC)=[O:27])=[CH:20][CH:19]=1. Product: [Cl:1][C:2]1[CH:15]=[CH:14][CH:13]=[CH:12][C:3]=1[CH2:4][C:5]1[C:6]([CH3:11])=[N:7][N:8]2[C:26](=[O:27])[CH:25]=[C:24]([C:21]3[CH:20]=[CH:19][C:18]([O:17][CH3:16])=[CH:23][CH:22]=3)[NH:10][C:9]=12. The catalyst class is: 15.